From a dataset of NCI-60 drug combinations with 297,098 pairs across 59 cell lines. Regression. Given two drug SMILES strings and cell line genomic features, predict the synergy score measuring deviation from expected non-interaction effect. (1) Drug 1: CN(C)N=NC1=C(NC=N1)C(=O)N. Drug 2: COC1=C2C(=CC3=C1OC=C3)C=CC(=O)O2. Cell line: SNB-75. Synergy scores: CSS=2.15, Synergy_ZIP=1.51, Synergy_Bliss=1.92, Synergy_Loewe=0.551, Synergy_HSA=0.124. (2) Synergy scores: CSS=42.9, Synergy_ZIP=-5.38, Synergy_Bliss=-5.01, Synergy_Loewe=-39.0, Synergy_HSA=-7.53. Drug 1: COC1=C(C=C2C(=C1)N=CN=C2NC3=CC(=C(C=C3)F)Cl)OCCCN4CCOCC4. Drug 2: CC1=CC2C(CCC3(C2CCC3(C(=O)C)OC(=O)C)C)C4(C1=CC(=O)CC4)C. Cell line: OVCAR-5.